This data is from Peptide-MHC class I binding affinity with 185,985 pairs from IEDB/IMGT. The task is: Regression. Given a peptide amino acid sequence and an MHC pseudo amino acid sequence, predict their binding affinity value. This is MHC class I binding data. (1) The peptide sequence is RLVPGATYAL. The MHC is HLA-A68:02 with pseudo-sequence HLA-A68:02. The binding affinity (normalized) is 0.00810. (2) The peptide sequence is APRELLQYI. The MHC is HLA-B46:01 with pseudo-sequence HLA-B46:01. The binding affinity (normalized) is 0.0847. (3) The peptide sequence is KFWYVNHTGF. The MHC is HLA-A29:02 with pseudo-sequence HLA-A29:02. The binding affinity (normalized) is 0.461. (4) The peptide sequence is VVISVIFYF. The MHC is HLA-B15:01 with pseudo-sequence HLA-B15:01. The binding affinity (normalized) is 0.262.